From a dataset of Full USPTO retrosynthesis dataset with 1.9M reactions from patents (1976-2016). Predict the reactants needed to synthesize the given product. (1) Given the product [NH2:1][C:2]1[C:11]2[CH:10]=[CH:9][CH:8]=[C:7]([C:21]3[C:22]([O:26][CH3:27])=[CH:23][CH:24]=[CH:25][C:20]=3[F:19])[C:6]=2[N:5]=[C:4]2[CH2:13][N:14]([CH2:17][CH3:18])[C:15](=[O:16])[C:3]=12, predict the reactants needed to synthesize it. The reactants are: [NH2:1][C:2]1[C:11]2[CH:10]=[CH:9][CH:8]=[C:7](Br)[C:6]=2[N:5]=[C:4]2[CH2:13][N:14]([CH2:17][CH3:18])[C:15](=[O:16])[C:3]=12.[F:19][C:20]1[CH:25]=[CH:24][CH:23]=[C:22]([O:26][CH3:27])[C:21]=1B(O)O. (2) Given the product [Cl:5][C:6]1[C:11]([C:12](=[O:16])[CH:13]([CH3:15])[CH3:14])=[C:10]([Cl:17])[CH:9]=[CH:8][N:7]=1, predict the reactants needed to synthesize it. The reactants are: CS(C)=O.[Cl:5][C:6]1[C:11]([CH:12]([OH:16])[CH:13]([CH3:15])[CH3:14])=[C:10]([Cl:17])[CH:9]=[CH:8][N:7]=1.C(Cl)(=O)C(Cl)=O.C(N(CC)CC)C. (3) Given the product [CH2:4]([O:3][P:1]([O-:9])([O:6][CH2:7][CH3:8])=[O:2])[CH3:5].[CH2:17]([N+:19]1[CH:23]=[CH:22][N:21]([CH3:24])[CH:20]=1)[CH3:18], predict the reactants needed to synthesize it. The reactants are: [P:1]([O:9]CC)([O:6][CH2:7][CH3:8])([O:3][CH2:4][CH3:5])=[O:2].COC(=O)[O-].[CH2:17]([N+:19]1[CH:23]=[CH:22][N:21]([CH3:24])[CH:20]=1)[CH3:18].